Predict the reactants needed to synthesize the given product. From a dataset of Full USPTO retrosynthesis dataset with 1.9M reactions from patents (1976-2016). Given the product [Si:39]([O:40][CH2:41][C:42]#[C:43][C:2]1[CH:3]=[C:4]2[C:9](=[CH:10][C:11]=1[O:12][CH3:13])[N:8]=[CH:7][C:6]([C:14]([O:16][CH2:17][CH3:18])=[O:15])=[C:5]2[NH:19][C:20]1[CH:25]=[CH:24][C:23]([CH2:22][CH3:21])=[CH:26][CH:27]=1)([C:35]([CH3:36])([CH3:37])[CH3:38])([CH3:44])[CH3:45], predict the reactants needed to synthesize it. The reactants are: Br[C:2]1[CH:3]=[C:4]2[C:9](=[CH:10][C:11]=1[O:12][CH3:13])[N:8]=[CH:7][C:6]([C:14]([O:16][CH2:17][CH3:18])=[O:15])=[C:5]2[NH:19][C:20]1[CH:25]=[CH:24][C:23]([CH2:26][CH3:27])=[CH:22][CH:21]=1.C(N(CC)CC)C.[C:35]([Si:39]([CH3:45])([CH3:44])[O:40][CH2:41][C:42]#[CH:43])([CH3:38])([CH3:37])[CH3:36].CCOC(C)=O.